This data is from Catalyst prediction with 721,799 reactions and 888 catalyst types from USPTO. The task is: Predict which catalyst facilitates the given reaction. (1) Reactant: [Br:1][C:2]1[CH:9]=[N:8][CH:7]=[CH:6][C:3]=1[CH:4]=O.C([O-])(=O)C.[Na+].Cl.[NH2:16][OH:17]. Product: [Br:1][C:2]1[CH:9]=[N:8][CH:7]=[CH:6][C:3]=1[CH:4]=[N:16][OH:17]. The catalyst class is: 6. (2) Reactant: Cl.[Br:2][C:3]1[CH:8]=[C:7]([CH3:9])[C:6]([N:10]2[C:14]3=[N:15][C:16]([CH3:29])=[CH:17][C:18]([N:19]4[CH2:24][CH2:23][CH:22]([CH2:25][C:26]([OH:28])=[O:27])[CH2:21][CH2:20]4)=[C:13]3[C:12]([CH3:30])=[CH:11]2)=[C:5]([CH3:31])[CH:4]=1.[C:32](=[O:44])([O:37][CH:38]1[CH2:43][CH2:42][CH2:41][CH2:40][CH2:39]1)[O:33][CH:34](Cl)[CH3:35].C(=O)([O-])[O-].[K+].[K+].[Na+].[I-]. The catalyst class is: 18. Product: [CH:38]1([O:37][C:32]([O:33][CH:34]([O:27][C:26](=[O:28])[CH2:25][CH:22]2[CH2:21][CH2:20][N:19]([C:18]3[CH:17]=[C:16]([CH3:29])[N:15]=[C:14]4[N:10]([C:6]5[C:7]([CH3:9])=[CH:8][C:3]([Br:2])=[CH:4][C:5]=5[CH3:31])[CH:11]=[C:12]([CH3:30])[C:13]=34)[CH2:24][CH2:23]2)[CH3:35])=[O:44])[CH2:43][CH2:42][CH2:41][CH2:40][CH2:39]1.